Dataset: CYP3A4 inhibition data for predicting drug metabolism from PubChem BioAssay. Task: Regression/Classification. Given a drug SMILES string, predict its absorption, distribution, metabolism, or excretion properties. Task type varies by dataset: regression for continuous measurements (e.g., permeability, clearance, half-life) or binary classification for categorical outcomes (e.g., BBB penetration, CYP inhibition). Dataset: cyp3a4_veith. The compound is CCC[C@@H]1C[C@@]1(CCC)C(NC(=O)c1cccs1)c1ccc(Cl)cc1. The result is 1 (inhibitor).